From a dataset of Forward reaction prediction with 1.9M reactions from USPTO patents (1976-2016). Predict the product of the given reaction. (1) Given the reactants [OH:1][C@H:2]1[CH2:7][CH2:6][CH2:5][C@@H:4]([CH2:8][O:9][C:10]([CH3:19])([CH3:18])[C:11]([O:13][C:14]([CH3:17])([CH3:16])[CH3:15])=[O:12])[CH2:3]1.[H-].[Na+].I[CH2:23][C:24]1[N:25]=[C:26]([C:31]2[CH:36]=[CH:35][CH:34]=[C:33]([O:37][CH3:38])[CH:32]=2)[O:27][C:28]=1[CH2:29][CH3:30].C(OCC)(=O)C, predict the reaction product. The product is: [CH2:29]([C:28]1[O:27][C:26]([C:31]2[CH:36]=[CH:35][CH:34]=[C:33]([O:37][CH3:38])[CH:32]=2)=[N:25][C:24]=1[CH2:23][O:1][C@H:2]1[CH2:7][CH2:6][CH2:5][C@@H:4]([CH2:8][O:9][C:10]([CH3:19])([CH3:18])[C:11]([O:13][C:14]([CH3:17])([CH3:16])[CH3:15])=[O:12])[CH2:3]1)[CH3:30]. (2) Given the reactants [Cl:1][C:2]1[CH:3]=[C:4]([CH:22]=[CH:23][C:24]=1[F:25])[CH2:5][N:6]1[CH2:15][CH2:14][C:13]2[C:8](=[C:9]([OH:20])[C:10](=[O:19])[NH:11][C:12]=2C(O)=O)[C:7]1=[O:21].N1C2C(=CC=CC=2)C=CC=1, predict the reaction product. The product is: [Cl:1][C:2]1[CH:3]=[C:4]([CH:22]=[CH:23][C:24]=1[F:25])[CH2:5][N:6]1[CH2:15][CH2:14][C:13]2[C:8](=[C:9]([OH:20])[C:10](=[O:19])[NH:11][CH:12]=2)[C:7]1=[O:21]. (3) Given the reactants C(O[C:6]([N:8]1[CH2:13][CH2:12][CH:11]([C:14]([O:16][CH2:17][C:18]2[CH:23]=[CH:22][CH:21]=[CH:20][CH:19]=2)=[O:15])[CH2:10][CH2:9]1)=O)(C)(C)C.FC(F)(F)C(O)=O.[Br:31][C:32]1[C:33](=[O:46])[N:34]([C:40]2[CH:45]=[CH:44][CH:43]=[CH:42][CH:41]=2)[N:35]([CH3:39])[C:36]=1CBr.C(N(C(C)C)CC)(C)C, predict the reaction product. The product is: [CH2:17]([O:16][C:14]([CH:11]1[CH2:10][CH2:9][N:8]([CH2:6][C:36]2[N:35]([CH3:39])[N:34]([C:40]3[CH:45]=[CH:44][CH:43]=[CH:42][CH:41]=3)[C:33](=[O:46])[C:32]=2[Br:31])[CH2:13][CH2:12]1)=[O:15])[C:18]1[CH:19]=[CH:20][CH:21]=[CH:22][CH:23]=1. (4) Given the reactants [CH:1]([C:3]1[C:8]([C:9]([CH3:11])=[CH2:10])=[CH:7][C:6]([C:12]([F:15])([F:14])[F:13])=[CH:5][C:4]=1[C:16]1[CH:21]=[CH:20][C:19]([C:22]([O:24][CH3:25])=[O:23])=[CH:18][CH:17]=1)=[O:2], predict the reaction product. The product is: [OH:2][CH2:1][C:3]1[C:8]([CH:9]([CH3:11])[CH3:10])=[CH:7][C:6]([C:12]([F:15])([F:14])[F:13])=[CH:5][C:4]=1[C:16]1[CH:17]=[CH:18][C:19]([C:22]([O:24][CH3:25])=[O:23])=[CH:20][CH:21]=1. (5) Given the reactants [CH:1](O)=[O:2].[CH3:4][O:5][C:6]([C:8]1([NH2:20])[CH2:12][CH2:11][N:10]([C:13]([O:15][C:16]([CH3:19])([CH3:18])[CH3:17])=[O:14])[CH2:9]1)=[O:7].ClC1N=C(OC)N=C(OC)N=1.CN1CCOCC1, predict the reaction product. The product is: [CH3:4][O:5][C:6]([C:8]1([NH:20][CH:1]=[O:2])[CH2:12][CH2:11][N:10]([C:13]([O:15][C:16]([CH3:17])([CH3:19])[CH3:18])=[O:14])[CH2:9]1)=[O:7]. (6) Given the reactants [CH3:1]C1C=CC(S(OCC2CC3C=C(F)C=C(C4C=CC=CC=4F)C=3O2)(=O)=O)=CC=1.[N-]=[N+]=[N-].[Na+].N(CC1CC2C=C(Cl)C=C(C3C=CSC=3)C=2O1)=[N+]=[N-].[N:53]([CH2:56][CH:57]1[CH2:61][C:60]2[CH:62]=[C:63]([F:73])[CH:64]=[C:65]([C:66]3[CH:71]=[CH:70][CH:69]=[CH:68][C:67]=3F)[C:59]=2[O:58]1)=[N+]=[N-].[N-]=[N+]=[N-], predict the reaction product. The product is: [F:73][C:63]1[CH:64]=[C:65]([C:66]2[CH:71]=[CH:70][CH:69]=[CH:68][C:67]=2[CH3:1])[C:59]2[O:58][CH:57]([CH2:56][NH2:53])[CH2:61][C:60]=2[CH:62]=1. (7) Given the reactants N#N.[NH:3]1[C:7]2[CH:8]=[CH:9][CH:10]=[CH:11][C:6]=2[N:5]=[C:4]1[CH:12]([NH:25]C(=O)OC(C)(C)C)[CH2:13][C:14]1[CH:19]=[CH:18][C:17]([C:20]([F:23])([F:22])[F:21])=[C:16]([F:24])[CH:15]=1.Cl, predict the reaction product. The product is: [NH:3]1[C:7]2[CH:8]=[CH:9][CH:10]=[CH:11][C:6]=2[N:5]=[C:4]1[CH:12]([NH2:25])[CH2:13][C:14]1[CH:19]=[CH:18][C:17]([C:20]([F:22])([F:21])[F:23])=[C:16]([F:24])[CH:15]=1.